From a dataset of Reaction yield outcomes from USPTO patents with 853,638 reactions. Predict the reaction yield, written as a fraction of the theoretical maximum amount of product (1.0 means a 100% yield; for example, 0.34 means a 34% yield). (1) The reactants are [CH:1]1([C:7](Cl)=[O:8])[CH2:6][CH2:5][CH2:4][CH2:3][CH2:2]1.[CH3:10][O:11][C:12]1[CH:18]=[CH:17][C:16]([O:19][CH3:20])=[CH:15][C:13]=1[NH2:14].C(OCC)(=O)C.CCCCCCC. The catalyst is O. The product is [CH3:10][O:11][C:12]1[CH:18]=[CH:17][C:16]([O:19][CH3:20])=[CH:15][C:13]=1[NH:14][C:7]([CH:1]1[CH2:6][CH2:5][CH2:4][CH2:3][CH2:2]1)=[O:8]. The yield is 0.670. (2) The reactants are [CH3:1][N:2]([CH3:35])[C@@H:3]1[CH2:7][CH2:6][N:5]([C:8]2[C:13]([N+:14]([O-])=O)=[CH:12][C:11]([NH:17][C:18]3[N:23]=[C:22]([C:24]4[CH:25]=[N:26][N:27]5[CH2:32][CH2:31][CH2:30][CH2:29][C:28]=45)[CH:21]=[CH:20][N:19]=3)=[C:10]([O:33][CH3:34])[CH:9]=2)[CH2:4]1.[NH4+].[Cl-]. The catalyst is C(O)C.O.[Fe]. The product is [CH3:35][N:2]([CH3:1])[C@@H:3]1[CH2:7][CH2:6][N:5]([C:8]2[CH:9]=[C:10]([O:33][CH3:34])[C:11]([NH:17][C:18]3[N:23]=[C:22]([C:24]4[CH:25]=[N:26][N:27]5[CH2:32][CH2:31][CH2:30][CH2:29][C:28]=45)[CH:21]=[CH:20][N:19]=3)=[CH:12][C:13]=2[NH2:14])[CH2:4]1. The yield is 0.850.